Dataset: Reaction yield outcomes from USPTO patents with 853,638 reactions. Task: Predict the reaction yield, written as a fraction of the theoretical maximum amount of product (1.0 means a 100% yield; for example, 0.34 means a 34% yield). (1) The reactants are [NH2:1][C:2]1[C:7]([O:8]C)=[CH:6][C:5]([Cl:10])=[CH:4][C:3]=1[C:11](=[O:16])[C:12]([F:15])([F:14])[F:13].B(Br)(Br)Br.O. The catalyst is C(Cl)Cl. The product is [NH2:1][C:2]1[C:7]([OH:8])=[CH:6][C:5]([Cl:10])=[CH:4][C:3]=1[C:11](=[O:16])[C:12]([F:15])([F:13])[F:14]. The yield is 1.00. (2) The reactants are Br[C:2]1[CH:11]=[C:10]2[C:5]([N:6]=[C:7]([N:15]3[CH2:20][CH2:19][N:18]([CH3:21])[CH2:17][CH2:16]3)[C:8]3[N:9]2[CH:12]=[N:13][N:14]=3)=[CH:4][CH:3]=1.[CH:22]([NH2:25])([CH3:24])[CH3:23].N1CCC[C@H]1C(O)=O.[O-]P([O-])([O-])=O.[K+].[K+].[K+]. The catalyst is O.[Cu]I.CS(C)=O. The product is [CH:22]([NH:25][C:2]1[CH:11]=[C:10]2[C:5]([N:6]=[C:7]([N:15]3[CH2:20][CH2:19][N:18]([CH3:21])[CH2:17][CH2:16]3)[C:8]3[N:9]2[CH:12]=[N:13][N:14]=3)=[CH:4][CH:3]=1)([CH3:24])[CH3:23]. The yield is 0.430. (3) The reactants are [Br:1][C:2]1[CH:7]=[CH:6][C:5]([C:8](=[O:10])[CH3:9])=[CH:4][CH:3]=1.[CH3:11][N:12]([CH:14](OC)OC)[CH3:13]. No catalyst specified. The product is [Br:1][C:2]1[CH:7]=[CH:6][C:5]([C:8](=[O:10])/[CH:9]=[CH:11]/[N:12]([CH3:14])[CH3:13])=[CH:4][CH:3]=1. The yield is 0.610. (4) The reactants are Cl.[Cl:2][C:3]1[CH:4]=[C:5]2[C:11]([C:12]3[N:17]=[C:16]([NH:18][C@H:19]4[CH2:23][CH2:22][NH:21][CH2:20]4)[C:15]([F:24])=[CH:14][N:13]=3)=[CH:10][N:9](S(C3C=CC(C)=CC=3)(=O)=O)[C:6]2=[N:7][CH:8]=1.ClC1C=C2C(C3N=C(N[C@H]4CCNC4)C(F)=CN=3)=CN([S:58]([C:61]3C=CC(C)=CC=3)(=[O:60])=[O:59])C2=NC=1.CCN(C(C)C)C(C)C.CS(Cl)(=O)=O.N1CCOCC1. The catalyst is C1COCC1. The product is [Cl:2][C:3]1[CH:4]=[C:5]2[C:11]([C:12]3[N:17]=[C:16]([NH:18][C@H:19]4[CH2:23][CH2:22][N:21]([S:58]([CH3:61])(=[O:60])=[O:59])[CH2:20]4)[C:15]([F:24])=[CH:14][N:13]=3)=[CH:10][NH:9][C:6]2=[N:7][CH:8]=1. The yield is 0.370. (5) The reactants are [Br:1][C:2]1[CH:9]=[CH:8][C:7]([Cl:10])=[CH:6][C:3]=1[CH2:4]Br.BrC1C=CC(Cl)=CC=1C.BrN1C(=O)CCC1=O.[CH:28]1([N:34]2[C:38]3[CH:39]=[CH:40][C:41]([C:43]([O:45][CH2:46][CH3:47])=[O:44])=[CH:42][C:37]=3[N:36]=[C:35]2[C:48]2[CH:53]=[CH:52][C:51]([OH:54])=[CH:50][CH:49]=2)[CH2:33][CH2:32][CH2:31][CH2:30][CH2:29]1.C(=O)([O-])[O-].[K+].[K+]. The catalyst is CN(C)C=O.O.C(OCC)(=O)C. The product is [Br:1][C:2]1[CH:9]=[CH:8][C:7]([Cl:10])=[CH:6][C:3]=1[CH2:4][O:54][C:51]1[CH:52]=[CH:53][C:48]([C:35]2[N:34]([CH:28]3[CH2:33][CH2:32][CH2:31][CH2:30][CH2:29]3)[C:38]3[CH:39]=[CH:40][C:41]([C:43]([O:45][CH2:46][CH3:47])=[O:44])=[CH:42][C:37]=3[N:36]=2)=[CH:49][CH:50]=1. The yield is 0.640.